The task is: Predict the product of the given reaction.. This data is from Forward reaction prediction with 1.9M reactions from USPTO patents (1976-2016). (1) Given the reactants Cl[CH:2]([O:6][C:7]([NH:9][CH2:10][C:11]1([CH2:17][C:18]([O:20][CH2:21][C:22]2[CH:27]=[CH:26][CH:25]=[CH:24][CH:23]=2)=[O:19])[CH2:16][CH2:15][CH2:14][CH2:13][CH2:12]1)=[O:8])[CH2:3][CH2:4][CH3:5].[C:28]([OH:32])(=[O:31])[CH2:29][CH3:30], predict the reaction product. The product is: [C:28]([O:32][CH:2]([O:6][C:7]([NH:9][CH2:10][C:11]1([CH2:17][C:18]([O:20][CH2:21][C:22]2[CH:27]=[CH:26][CH:25]=[CH:24][CH:23]=2)=[O:19])[CH2:16][CH2:15][CH2:14][CH2:13][CH2:12]1)=[O:8])[CH2:3][CH2:4][CH3:5])(=[O:31])[CH2:29][CH3:30]. (2) Given the reactants C(N(CC)CC)C.C(O[C:12](=[O:14])[CH3:13])(=O)C.[Cl:15][C:16]1[CH:46]=[CH:45][C:19]([CH2:20][N:21]2[C:29]3[C:24](=[CH:25][CH:26]=[CH:27][CH:28]=3)[C:23]([C:30](=[O:44])[C:31]([NH:33][C:34]3[CH:35]=[C:36]4[C:41](=[CH:42][CH:43]=3)[N:40]=[CH:39][CH:38]=[CH:37]4)=[O:32])=[CH:22]2)=[CH:18][CH:17]=1.C(OCC)(=O)C, predict the reaction product. The product is: [Cl:15][C:16]1[CH:17]=[CH:18][C:19]([CH2:20][N:21]2[C:29]3[C:24](=[CH:25][CH:26]=[CH:27][CH:28]=3)[C:23]([C:30](=[O:44])[C:31]([N:33]([C:34]3[CH:35]=[C:36]4[C:41](=[CH:42][CH:43]=3)[N:40]=[CH:39][CH:38]=[CH:37]4)[C:12](=[O:14])[CH3:13])=[O:32])=[CH:22]2)=[CH:45][CH:46]=1. (3) Given the reactants [Cl:1][C:2]1[CH:32]=[CH:31][C:5]([CH2:6][CH:7]([CH2:11][C:12](=[O:30])[N:13]2[CH2:18][CH2:17][CH:16]([N:19]3[CH2:28][C:27]4[C:22](=[CH:23][CH:24]=[CH:25][CH:26]=4)[NH:21][C:20]3=[O:29])[CH2:15][CH2:14]2)[C:8]([OH:10])=O)=[CH:4][C:3]=1[C:33]([F:36])([F:35])[F:34].C([O:39][C:40](=[O:54])[CH2:41][N:42]1[CH2:47][CH2:46][N:45]([CH:48]2[CH2:53][CH2:52][NH:51][CH2:50][CH2:49]2)[CH2:44][CH2:43]1)C, predict the reaction product. The product is: [Cl:1][C:2]1[CH:32]=[CH:31][C:5]([CH2:6][CH:7]([CH2:11][C:12](=[O:30])[N:13]2[CH2:18][CH2:17][CH:16]([N:19]3[CH2:28][C:27]4[C:22](=[CH:23][CH:24]=[CH:25][CH:26]=4)[NH:21][C:20]3=[O:29])[CH2:15][CH2:14]2)[C:8]([N:51]2[CH2:52][CH2:53][CH:48]([N:45]3[CH2:46][CH2:47][N:42]([CH2:41][C:40]([OH:54])=[O:39])[CH2:43][CH2:44]3)[CH2:49][CH2:50]2)=[O:10])=[CH:4][C:3]=1[C:33]([F:36])([F:34])[F:35]. (4) Given the reactants [F:1][C:2]1[CH:14]=[C:13]2[C:5]([C:6]3[CH2:7][CH2:8][NH:9][CH:10](C(O)=O)[C:11]=3[NH:12]2)=[CH:4][CH:3]=1.C([O-])([O-])=O.[K+].[K+].O, predict the reaction product. The product is: [F:1][C:2]1[CH:14]=[C:13]2[C:5]([C:6]3[CH2:7][CH2:8][NH:9][CH2:10][C:11]=3[NH:12]2)=[CH:4][CH:3]=1.